Dataset: Peptide-MHC class I binding affinity with 185,985 pairs from IEDB/IMGT. Task: Regression. Given a peptide amino acid sequence and an MHC pseudo amino acid sequence, predict their binding affinity value. This is MHC class I binding data. (1) The peptide sequence is PTPLLYRLGAV. The MHC is Mamu-A01 with pseudo-sequence Mamu-A01. The binding affinity (normalized) is 0.378. (2) The peptide sequence is IRYPKTFGW. The MHC is Mamu-B52 with pseudo-sequence Mamu-B52. The binding affinity (normalized) is 0.426. (3) The peptide sequence is ALKYLPIDK. The MHC is HLA-A68:01 with pseudo-sequence HLA-A68:01. The binding affinity (normalized) is 0.282. (4) The MHC is HLA-A01:01 with pseudo-sequence HLA-A01:01. The peptide sequence is RYTRRISLF. The binding affinity (normalized) is 0.0847. (5) The peptide sequence is VPVWKEATTTL. The MHC is HLA-A03:01 with pseudo-sequence HLA-A03:01. The binding affinity (normalized) is 0. (6) The peptide sequence is LVGGREWSY. The MHC is HLA-B15:02 with pseudo-sequence HLA-B15:02. The binding affinity (normalized) is 0.0847. (7) The peptide sequence is YAQMWSLMY. The MHC is HLA-B35:01 with pseudo-sequence HLA-B35:01. The binding affinity (normalized) is 0.996. (8) The peptide sequence is YMLWNSWLS. The MHC is HLA-A26:01 with pseudo-sequence HLA-A26:01. The binding affinity (normalized) is 0.0847. (9) The peptide sequence is AMLHWSLIL. The MHC is HLA-C15:02 with pseudo-sequence HLA-C15:02. The binding affinity (normalized) is 0.312.